Dataset: Reaction yield outcomes from USPTO patents with 853,638 reactions. Task: Predict the reaction yield, written as a fraction of the theoretical maximum amount of product (1.0 means a 100% yield; for example, 0.34 means a 34% yield). (1) The reactants are [F:1][C:2]([F:22])([O:6][C:7]1[CH:8]=[C:9]([CH2:13][NH:14][C:15]2[CH:16]=[C:17]([OH:21])[CH:18]=[CH:19][CH:20]=2)[CH:10]=[CH:11][CH:12]=1)[CH:3]([F:5])[F:4].[F:23][C:24]([F:29])([F:28])[CH:25]1[O:27][CH2:26]1.FC(F)(F)S([O-])(=O)=O.[Yb+3].FC(F)(F)S([O-])(=O)=O.FC(F)(F)S([O-])(=O)=O.O. The catalyst is C(#N)C. The product is [F:1][C:2]([F:22])([O:6][C:7]1[CH:8]=[C:9]([CH2:13][N:14]([CH2:26][CH:25]([OH:27])[C:24]([F:29])([F:28])[F:23])[C:15]2[CH:16]=[C:17]([OH:21])[CH:18]=[CH:19][CH:20]=2)[CH:10]=[CH:11][CH:12]=1)[CH:3]([F:4])[F:5]. The yield is 0.890. (2) The reactants are [OH:1][C:2]1[CH:7]=[CH:6][C:5]([C:8]([F:11])([F:10])[F:9])=[CH:4][N:3]=1.[I-].C[N+]1C=CN([C:19](=[O:28])[N:20]([CH3:27])[C:21]2[CH:26]=[CH:25][CH:24]=[CH:23][CH:22]=2)C=1.C(N(CC)CC)C. The catalyst is C(#N)C. The product is [F:10][C:8]([F:9])([F:11])[C:5]1[CH:6]=[CH:7][C:2]([O:1][C:19](=[O:28])[N:20]([CH3:27])[C:21]2[CH:26]=[CH:25][CH:24]=[CH:23][CH:22]=2)=[N:3][CH:4]=1. The yield is 0.660. (3) The reactants are [F:1][C:2]1[CH:7]=[CH:6][CH:5]=[C:4]([F:8])[C:3]=1[N:9]1[C:14]2[N:15]=[C:16](S(C)=O)[N:17]=[C:18]([C:19]3[CH:20]=[C:21]([CH:28]=[CH:29][C:30]=3[CH3:31])[C:22]([NH:24][CH:25]([CH3:27])[CH3:26])=[O:23])[C:13]=2[CH2:12][NH:11][C:10]1=[O:35].[CH3:36][N:37]([CH3:48])[CH2:38][CH2:39][CH2:40][N:41]([CH3:47])[CH2:42][CH2:43][CH2:44][NH:45][CH3:46].C(N(CC)CC)C. The catalyst is C(Cl)Cl. The product is [F:1][C:2]1[CH:7]=[CH:6][CH:5]=[C:4]([F:8])[C:3]=1[N:9]1[C:14]2[N:15]=[C:16]([N:45]([CH2:44][CH2:43][CH2:42][N:41]([CH2:40][CH2:39][CH2:38][N:37]([CH3:36])[CH3:48])[CH3:47])[CH3:46])[N:17]=[C:18]([C:19]3[CH:20]=[C:21]([CH:28]=[CH:29][C:30]=3[CH3:31])[C:22]([NH:24][CH:25]([CH3:27])[CH3:26])=[O:23])[C:13]=2[CH2:12][NH:11][C:10]1=[O:35]. The yield is 0.290. (4) The product is [I:1][C:2]1[CH:14]=[CH:13][C:5]([O:6][CH:7]2[CH2:12][CH2:11][O:10][CH2:9][CH2:8]2)=[C:4]([NH2:15])[CH:3]=1. The yield is 0.760. The catalyst is [Fe].C(O)(=O)C. The reactants are [I:1][C:2]1[CH:14]=[CH:13][C:5]([O:6][CH:7]2[CH2:12][CH2:11][O:10][CH2:9][CH2:8]2)=[C:4]([N+:15]([O-])=O)[CH:3]=1. (5) The reactants are [CH3:1][O:2][C:3]([C:5]([C:7]1[CH:12]=[CH:11][CH:10]=[CH:9][CH:8]=1)=[O:6])=[O:4].C=C[C@@H]1[C@@H]2C[C@@H]([C@H](O)C3C4C(=CC=CC=4)N=CC=3)N(CC2)C1.[H][H]. The catalyst is C1(C)C=CC=CC=1. The product is [C:3]([O:2][CH3:1])(=[O:4])[C@@H:5]([C:7]1[CH:12]=[CH:11][CH:10]=[CH:9][CH:8]=1)[OH:6]. The yield is 0.965.